Dataset: hERG potassium channel inhibition data for cardiac toxicity prediction from Karim et al.. Task: Regression/Classification. Given a drug SMILES string, predict its toxicity properties. Task type varies by dataset: regression for continuous values (e.g., LD50, hERG inhibition percentage) or binary classification for toxic/non-toxic outcomes (e.g., AMES mutagenicity, cardiotoxicity, hepatotoxicity). Dataset: herg_karim. (1) The drug is CC(C(=O)NC1(c2ccccc2)CCC(N2CCC3(CC2)OCCO3)CC1)c1cc(C(F)(F)F)cc(C(F)(F)F)c1. The result is 1 (blocker). (2) The molecule is O=C(CC1CCN(Cc2ccn(-c3ccc(C(F)(F)F)cn3)c2)CC1)NC(c1ccc(F)cc1)c1ccc(F)cc1. The result is 1 (blocker). (3) The compound is CCN1CCN(c2cc3[nH]c(SC4(C)CCC(c5nnn(C)n5)CC4)nc3cc2Cl)CC1. The result is 1 (blocker). (4) The drug is Nc1nc(-c2ccc(F)cc2)cn1CC(O)c1ccc(C(F)(F)F)cc1Cl. The result is 0 (non-blocker). (5) The molecule is O=C1COc2ccc(CNC34CCC(CC5(O)Cn6c(=O)c(Cl)cc7ncc(F)c5c76)(CC3)OC4)nc2N1. The result is 0 (non-blocker).